From a dataset of NCI-60 drug combinations with 297,098 pairs across 59 cell lines. Regression. Given two drug SMILES strings and cell line genomic features, predict the synergy score measuring deviation from expected non-interaction effect. (1) Drug 1: CCC1(CC2CC(C3=C(CCN(C2)C1)C4=CC=CC=C4N3)(C5=C(C=C6C(=C5)C78CCN9C7C(C=CC9)(C(C(C8N6C=O)(C(=O)OC)O)OC(=O)C)CC)OC)C(=O)OC)O.OS(=O)(=O)O. Drug 2: CC1=C(C(=O)C2=C(C1=O)N3CC4C(C3(C2COC(=O)N)OC)N4)N. Cell line: UACC62. Synergy scores: CSS=26.9, Synergy_ZIP=2.93, Synergy_Bliss=3.94, Synergy_Loewe=-8.77, Synergy_HSA=3.43. (2) Drug 1: CC1=C(C=C(C=C1)NC(=O)C2=CC=C(C=C2)CN3CCN(CC3)C)NC4=NC=CC(=N4)C5=CN=CC=C5. Drug 2: CC1C(C(CC(O1)OC2CC(CC3=C2C(=C4C(=C3O)C(=O)C5=C(C4=O)C(=CC=C5)OC)O)(C(=O)CO)O)N)O.Cl. Cell line: RXF 393. Synergy scores: CSS=24.0, Synergy_ZIP=-1.97, Synergy_Bliss=-2.98, Synergy_Loewe=-11.9, Synergy_HSA=-1.94.